This data is from Catalyst prediction with 721,799 reactions and 888 catalyst types from USPTO. The task is: Predict which catalyst facilitates the given reaction. (1) Product: [Br:3][C:4]1[CH:9]=[C:8]([CH3:10])[C:7]([CH3:11])=[CH:6][C:5]=1[NH2:12]. The catalyst class is: 5. Reactant: [OH-].[K+].[Br:3][C:4]1[CH:9]=[C:8]([CH3:10])[C:7]([CH3:11])=[CH:6][C:5]=1[NH:12]C(=O)C. (2) Reactant: [CH:1]1([N:7]([C:21]([NH:23][N:24]([CH3:26])[CH3:25])=[O:22])[CH:8]2[CH2:13][CH2:12][N:11](C(OC(C)(C)C)=O)[CH2:10][CH2:9]2)[CH2:6][CH2:5][CH2:4][CH2:3][CH2:2]1. Product: [CH:1]1([N:7]([CH:8]2[CH2:13][CH2:12][NH:11][CH2:10][CH2:9]2)[C:21]([NH:23][N:24]([CH3:26])[CH3:25])=[O:22])[CH2:6][CH2:5][CH2:4][CH2:3][CH2:2]1. The catalyst class is: 89. (3) Reactant: [C:1]([C:3]1[N:8]=[N:7][C:6]([N:9]2[CH2:14][CH2:13][CH:12]([N:15](C)[C:16](=O)OC(C)(C)C)[CH2:11][CH2:10]2)=[CH:5][CH:4]=1)#[N:2].[ClH:24].CCOC(C)=O. Product: [ClH:24].[CH3:16][NH:15][CH:12]1[CH2:11][CH2:10][N:9]([C:6]2[N:7]=[N:8][C:3]([C:1]#[N:2])=[CH:4][CH:5]=2)[CH2:14][CH2:13]1. The catalyst class is: 2. (4) Reactant: Cl.[Cl:2][C:3]1[C:4]([O:20][CH3:21])=[C:5]([N:9]2[C:13]([CH2:14][NH2:15])=[CH:12][C:11]([C:16]([F:19])([F:18])[F:17])=[N:10]2)[CH:6]=[CH:7][CH:8]=1.[F:22][C:23]1[CH:24]=[C:25]([NH:31][C:32](=O)[O:33]C2C=CC=CC=2)[CH:26]=[CH:27][C:28]=1[CH2:29][OH:30]. Product: [Cl:2][C:3]1[C:4]([O:20][CH3:21])=[C:5]([N:9]2[C:13]([CH2:14][NH:15][C:32]([NH:31][C:25]3[CH:26]=[CH:27][C:28]([CH2:29][OH:30])=[C:23]([F:22])[CH:24]=3)=[O:33])=[CH:12][C:11]([C:16]([F:18])([F:19])[F:17])=[N:10]2)[CH:6]=[CH:7][CH:8]=1. The catalyst class is: 34. (5) The catalyst class is: 5. Product: [Br:31][C:13]1[C:14]2[CH:19]([O:20][CH3:32])[O:18][C:17]3[C:16]([C:15]=2[CH:29]=[CH:30][C:12]=1[NH:11][C:9](=[O:10])[O:8][CH2:1][C:2]1[CH:3]=[CH:4][CH:5]=[CH:6][CH:7]=1)=[C:24]([O:25][CH:26]([F:28])[F:27])[CH:23]=[CH:22][CH:21]=3. Reactant: [CH2:1]([O:8][C:9]([NH:11][C:12]1[CH:30]=[CH:29][C:15]2[C:16]3[C:24]([O:25][CH:26]([F:28])[F:27])=[CH:23][CH:22]=[CH:21][C:17]=3[O:18][CH:19]([OH:20])[C:14]=2[C:13]=1[Br:31])=[O:10])[C:2]1[CH:7]=[CH:6][CH:5]=[CH:4][CH:3]=1.[C:32]1(C)C(S(O)(=O)=O)=CC=CC=1. (6) Reactant: [CH2:1]([O:8][C:9]([N:11]1[CH2:16][C@@H:15]([CH2:17][O:18]C(C2C=CC=CC=2)(C2C=CC=CC=2)C2C=CC=CC=2)[C@H:14]([C:38]2[CH:43]=[CH:42][C:41]([CH2:44][O:45][CH2:46][C@@H:47]([CH3:51])[CH2:48][O:49][CH3:50])=[CH:40][CH:39]=2)[C@@H:13]([O:52][CH2:53][C:54]2[CH:55]=[CH:56][C:57]3[O:62][CH2:61][C:60](=[O:63])[N:59]([CH2:64][CH2:65][CH2:66][O:67][CH3:68])[C:58]=3[CH:69]=2)[CH2:12]1)=[O:10])[C:2]1[CH:7]=[CH:6][CH:5]=[CH:4][CH:3]=1.C1(C)C=CC(S(O)(=O)=O)=CC=1.C(=O)(O)[O-].[Na+]. Product: [CH2:1]([O:8][C:9]([N:11]1[CH2:12][C@H:13]([O:52][CH2:53][C:54]2[CH:55]=[CH:56][C:57]3[O:62][CH2:61][C:60](=[O:63])[N:59]([CH2:64][CH2:65][CH2:66][O:67][CH3:68])[C:58]=3[CH:69]=2)[C@@H:14]([C:38]2[CH:43]=[CH:42][C:41]([CH2:44][O:45][CH2:46][C@@H:47]([CH3:51])[CH2:48][O:49][CH3:50])=[CH:40][CH:39]=2)[C@H:15]([CH2:17][OH:18])[CH2:16]1)=[O:10])[C:2]1[CH:7]=[CH:6][CH:5]=[CH:4][CH:3]=1. The catalyst class is: 83. (7) Reactant: [O:1]1[CH:5]=[CH:4][CH:3]=[C:2]1[C:6]1[CH:7]=[C:8]([CH:22]=[CH:23][CH:24]=1)[CH2:9][CH:10]1[C:17]2[CH:16]=[C:15]([C:18]([O:20]C)=[O:19])[NH:14][C:13]=2[CH2:12][CH2:11]1.[OH-].[Li+].CO. Product: [O:1]1[CH:5]=[CH:4][CH:3]=[C:2]1[C:6]1[CH:7]=[C:8]([CH:22]=[CH:23][CH:24]=1)[CH2:9][CH:10]1[C:17]2[CH:16]=[C:15]([C:18]([OH:20])=[O:19])[NH:14][C:13]=2[CH2:12][CH2:11]1. The catalyst class is: 1.